Dataset: Peptide-MHC class II binding affinity with 134,281 pairs from IEDB. Task: Regression. Given a peptide amino acid sequence and an MHC pseudo amino acid sequence, predict their binding affinity value. This is MHC class II binding data. The peptide sequence is EYKSDYVYEPFPKEV. The MHC is DRB5_0101 with pseudo-sequence DRB5_0101. The binding affinity (normalized) is 0.408.